Dataset: Catalyst prediction with 721,799 reactions and 888 catalyst types from USPTO. Task: Predict which catalyst facilitates the given reaction. (1) Reactant: [C:1](#[N:5])[CH:2]([CH3:4])[CH3:3].C(NC(C)C)(C)C.[Li].[C:14]1([Bi:20](Br)[C:21]2[CH:26]=[CH:25][CH:24]=[CH:23][CH:22]=2)[CH:19]=[CH:18][CH:17]=[CH:16][CH:15]=1. Product: [CH3:3][C:2]([Bi:20]([C:21]1[CH:22]=[CH:23][CH:24]=[CH:25][CH:26]=1)[C:14]1[CH:19]=[CH:18][CH:17]=[CH:16][CH:15]=1)([CH3:4])[C:1]#[N:5]. The catalyst class is: 1. (2) Reactant: [CH3:1][N:2]1[CH2:6][CH:5]([C:7]([O:9][CH3:10])=[O:8])[NH:4][C:3]1=[O:11].[CH3:12]I.[H-].[Na+]. Product: [CH3:1][N:2]1[CH2:6][CH:5]([C:7]([O:9][CH3:10])=[O:8])[N:4]([CH3:12])[C:3]1=[O:11]. The catalyst class is: 9.